Dataset: Forward reaction prediction with 1.9M reactions from USPTO patents (1976-2016). Task: Predict the product of the given reaction. (1) Given the reactants F[B-](F)(F)F.[F:6][CH:7]([F:22])[C:8](=[N+:19](C)C)/[C:9](/[C:14]([O:16][CH2:17][CH3:18])=[O:15])=[CH:10]\[N:11](C)[CH3:12].CNN, predict the reaction product. The product is: [F:6][CH:7]([F:22])[C:8]1[C:9]([C:14]([O:16][CH2:17][CH3:18])=[O:15])=[CH:10][N:11]([CH3:12])[N:19]=1. (2) Given the reactants [CH:1]([C:4]1[CH:9]=[CH:8][C:7]([CH:10]2[C:14]3[C:15]([CH3:30])=[C:16]([NH:21][C:22](=O)[O:23]CC(Cl)(Cl)Cl)[C:17]([CH3:20])=[C:18]([CH3:19])[C:13]=3[O:12][CH2:11]2)=[CH:6][CH:5]=1)([CH3:3])[CH3:2].[CH3:31][O:32][CH2:33][CH2:34][NH2:35], predict the reaction product. The product is: [CH:1]([C:4]1[CH:9]=[CH:8][C:7]([CH:10]2[C:14]3[C:15]([CH3:30])=[C:16]([NH:21][C:22]([NH:35][CH2:34][CH2:33][O:32][CH3:31])=[O:23])[C:17]([CH3:20])=[C:18]([CH3:19])[C:13]=3[O:12][CH2:11]2)=[CH:6][CH:5]=1)([CH3:3])[CH3:2]. (3) Given the reactants Br[C:2]1[CH:3]=[N:4][CH:5]=[C:6]([C:8]#[N:9])[CH:7]=1.[CH:10]1(B(O)O)[CH2:12][CH2:11]1.P([O-])([O-])([O-])=O.[K+].[K+].[K+], predict the reaction product. The product is: [CH:10]1([C:2]2[CH:3]=[N:4][CH:5]=[C:6]([CH:7]=2)[C:8]#[N:9])[CH2:12][CH2:11]1. (4) Given the reactants [F:1][C:2]([F:16])([F:15])[CH2:3][O:4][C:5]1[C:14]2[C:9](=[CH:10][CH:11]=[CH:12][CH:13]=2)[CH:8]=[CH:7][CH:6]=1.[CH2:17]1[S:21](=O)[CH2:20][CH2:19][CH2:18]1.C(OC(C)C)(C)C.[F:30][C:31]([F:70])([S:66]([O-:69])(=[O:68])=[O:67])[CH:32]([O:37][C:38](=[O:65])[CH2:39][CH2:40][C@H:41]([C@@H:43]1[C@:60]2([CH3:61])[C@H:46]([C@H:47]3[C@H:57]([CH2:58][C:59]2=[O:62])[C@:55]2([CH3:56])[CH:50]([CH2:51][C:52](=[O:63])[CH2:53][CH2:54]2)[CH2:49][C:48]3=[O:64])[CH2:45][CH2:44]1)[CH3:42])[C:33]([F:36])([F:35])[F:34].C([N+](C)(C)C)C1C=CC=CC=1, predict the reaction product. The product is: [F:70][C:31]([F:30])([S:66]([O-:69])(=[O:67])=[O:68])[CH:32]([O:37][C:38](=[O:65])[CH2:39][CH2:40][C@H:41]([C@@H:43]1[C@:60]2([CH3:61])[C@H:46]([C@H:47]3[C@H:57]([CH2:58][C:59]2=[O:62])[C@:55]2([CH3:56])[CH:50]([CH2:51][C:52](=[O:63])[CH2:53][CH2:54]2)[CH2:49][C:48]3=[O:64])[CH2:45][CH2:44]1)[CH3:42])[C:33]([F:34])([F:36])[F:35].[F:1][C:2]([F:15])([F:16])[CH2:3][O:4][C:5]1[C:14]2[C:9](=[CH:10][CH:11]=[CH:12][CH:13]=2)[C:8]([S+:21]2[CH2:17][CH2:18][CH2:19][CH2:20]2)=[CH:7][CH:6]=1. (5) Given the reactants Br[C:2]1[CH:3]=[C:4]2[C:9](=[CH:10][C:11]=1[O:12][CH2:13][CH:14]1[CH2:19][CH2:18][N:17](C(OCCCC)=O)[CH2:16][CH2:15]1)[N:8]=[C:7]([NH:27][C:28]1[CH:33]=[CH:32][C:31]([C:34](=[O:37])[NH:35][CH3:36])=[CH:30][CH:29]=1)[N:6]=[CH:5]2.[Br-].[S:39]1[CH:43]=[CH:42][N:41]=[C:40]1[Zn+], predict the reaction product. The product is: [CH3:36][NH:35][C:34](=[O:37])[C:31]1[CH:32]=[CH:33][C:28]([NH:27][C:7]2[N:6]=[CH:5][C:4]3[C:9](=[CH:10][C:11]([O:12][CH2:13][CH:14]4[CH2:15][CH2:16][NH:17][CH2:18][CH2:19]4)=[C:2]([C:40]4[S:39][CH:43]=[CH:42][N:41]=4)[CH:3]=3)[N:8]=2)=[CH:29][CH:30]=1. (6) Given the reactants [Br:1][C:2]1[C:3](=[O:29])[N:4]([C:20]2[CH:21]=[C:22]([CH:26]=[CH:27][CH:28]=2)[C:23]([NH2:25])=[O:24])[C:5]([CH2:18][OH:19])=[CH:6][C:7]=1[O:8][CH2:9][C:10]1[CH:15]=[CH:14][C:13]([F:16])=[CH:12][C:11]=1[F:17].ClC(Cl)(Cl)[C:32](Cl)=[O:33].[NH4+:37].[OH-], predict the reaction product. The product is: [C:32](=[O:33])([O:19][CH2:18][C:5]1[N:4]([C:20]2[CH:28]=[CH:27][CH:26]=[C:22]([C:23]([NH2:25])=[O:24])[CH:21]=2)[C:3](=[O:29])[C:2]([Br:1])=[C:7]([O:8][CH2:9][C:10]2[CH:15]=[CH:14][C:13]([F:16])=[CH:12][C:11]=2[F:17])[CH:6]=1)[NH2:37].